This data is from Catalyst prediction with 721,799 reactions and 888 catalyst types from USPTO. The task is: Predict which catalyst facilitates the given reaction. (1) Reactant: [Cl:1][C:2]1[CH:3]=[N:4][CH:5]=[CH:6][C:7]=1[C:8]1[C:9]([C:18]2[CH:19]=[N:20][CH:21]=[CH:22][CH:23]=2)=[N:10][C:11]([NH2:17])=[C:12]([N+:14]([O-])=O)[CH:13]=1.Cl. Product: [Cl:1][C:2]1[CH:3]=[N:4][CH:5]=[CH:6][C:7]=1[C:8]1[C:9]([C:18]2[CH:19]=[N:20][CH:21]=[CH:22][CH:23]=2)=[N:10][C:11]([NH2:17])=[C:12]([NH2:14])[CH:13]=1. The catalyst class is: 447. (2) Reactant: C(OC([N:8]1[CH2:12][CH2:11][CH2:10][C@@H:9]1[CH2:13][O:14][C:15]1[CH:20]=[CH:19][C:18]([CH2:21][C:22]2[CH:27]=[CH:26][C:25]([C:28]3[CH:33]=[CH:32][N:31]=[CH:30][CH:29]=3)=[CH:24][CH:23]=2)=[CH:17][CH:16]=1)=O)(C)(C)C.[ClH:34].CCOCC. Product: [ClH:34].[NH:8]1[CH2:12][CH2:11][CH2:10][C@@H:9]1[CH2:13][O:14][C:15]1[CH:16]=[CH:17][C:18]([CH2:21][C:22]2[CH:27]=[CH:26][C:25]([C:28]3[CH:33]=[CH:32][N:31]=[CH:30][CH:29]=3)=[CH:24][CH:23]=2)=[CH:19][CH:20]=1. The catalyst class is: 12. (3) Reactant: B(Br)(Br)Br.[Cl:5][C:6]1[CH:11]=[CH:10][CH:9]=[C:8]([Cl:12])[C:7]=1[N:13]1[C:22]2[C:17](=[C:18]([C:25]3[CH:30]=[CH:29][C:28]([F:31])=[CH:27][C:26]=3[F:32])[CH:19]=[C:20]([O:23]C)[CH:21]=2)[CH2:16][NH:15][C:14]1=[O:33]. Product: [Cl:5][C:6]1[CH:11]=[CH:10][CH:9]=[C:8]([Cl:12])[C:7]=1[N:13]1[C:22]2[C:17](=[C:18]([C:25]3[CH:30]=[CH:29][C:28]([F:31])=[CH:27][C:26]=3[F:32])[CH:19]=[C:20]([OH:23])[CH:21]=2)[CH2:16][NH:15][C:14]1=[O:33]. The catalyst class is: 2. (4) Reactant: N1CC[CH2:3][CH2:2]1.C1(=O)CCCC1.[C-]#N.[K+].[CH3:15][C:16]([N:20]1[CH2:24][CH2:23][CH2:22][CH2:21]1)([CH3:19])[C:17]#[N:18]. Product: [N:20]1([C:16]2([C:17]#[N:18])[CH2:19][CH2:3][CH2:2][CH2:15]2)[CH2:24][CH2:23][CH2:22][CH2:21]1. The catalyst class is: 6. (5) Reactant: [F:1][C:2]1[CH:7]=[CH:6][C:5]([C:8]2[S:12][N:11]=[C:10]([C:13]3[CH:18]=[CH:17][C:16]([CH3:19])=[CH:15][CH:14]=3)[N:9]=2)=[CH:4][CH:3]=1.C1C(=O)N([Br:27])C(=O)C1. Product: [F:1][C:2]1[CH:3]=[CH:4][C:5]([C:8]2[S:12][N:11]=[C:10]([C:13]3[CH:18]=[CH:17][C:16]([CH2:19][Br:27])=[CH:15][CH:14]=3)[N:9]=2)=[CH:6][CH:7]=1. The catalyst class is: 53. (6) Reactant: [C:1]([C:6]1[CH:7]=[C:8]([C:26]([O:28][CH2:29][CH3:30])=[O:27])[C:9](=[O:25])[N:10]2[C:15]=1[CH:14]=[CH:13][CH:12]=[C:11]2[C:16]1[C:21]([CH3:22])=[CH:20][C:19]([CH3:23])=[CH:18][C:17]=1[CH3:24])(=[O:5])[CH2:2][CH2:3][CH3:4].[H-].[Al+3].[Li+].[H-].[H-].[H-]. Product: [C:1]([C:6]1[CH2:7][CH:8]([C:26]([O:28][CH2:29][CH3:30])=[O:27])[C:9](=[O:25])[N:10]2[C:15]=1[CH:14]=[CH:13][CH:12]=[C:11]2[C:16]1[C:17]([CH3:24])=[CH:18][C:19]([CH3:23])=[CH:20][C:21]=1[CH3:22])(=[O:5])[CH2:2][CH2:3][CH3:4]. The catalyst class is: 7. (7) Reactant: [I:1][C:2]1[CH:7]=[CH:6][C:5]([C:8]2([CH:11]=O)[CH2:10][CH2:9]2)=[CH:4][CH:3]=1.[NH:13]1[CH2:18][CH2:17][O:16][CH2:15][CH2:14]1.[BH3-]C#N.[Na+].C(O)(=O)C. Product: [I:1][C:2]1[CH:3]=[CH:4][C:5]([C:8]2([CH2:11][N:13]3[CH2:18][CH2:17][O:16][CH2:15][CH2:14]3)[CH2:9][CH2:10]2)=[CH:6][CH:7]=1. The catalyst class is: 26. (8) Reactant: [Cl:1][C:2]1[CH:7]=[CH:6][C:5]([C:8]2([OH:14])[CH2:13][CH2:12][NH:11][CH2:10][CH2:9]2)=[CH:4][CH:3]=1.[CH2:15]1[CH2:21][S:18](=[O:20])(=[O:19])[O:17][CH2:16]1. Product: [Cl:1][C:2]1[CH:7]=[CH:6][C:5]([C:8]2([OH:14])[CH2:9][CH2:10][N:11]([CH2:16][CH2:15][CH2:21][S:18]([OH:20])(=[O:19])=[O:17])[CH2:12][CH2:13]2)=[CH:4][CH:3]=1. The catalyst class is: 21. (9) Reactant: [Br:1][C:2]1[C:10]2[O:9][CH:8]=[C:7]([C:11](N(OC)C)=[O:12])[C:6]=2[CH:5]=[CH:4][CH:3]=1.CC(C[AlH]CC(C)C)C. Product: [Br:1][C:2]1[C:10]2[O:9][CH:8]=[C:7]([CH:11]=[O:12])[C:6]=2[CH:5]=[CH:4][CH:3]=1. The catalyst class is: 11. (10) The catalyst class is: 1. Reactant: [CH:1]1([C:6]([CH:8]2[CH2:13][CH2:12][N:11]([CH2:14][CH2:15][CH2:16][O:17][C:18]3[CH:25]=[CH:24][C:21]([C:22]#[N:23])=[CH:20][CH:19]=3)[CH2:10][CH2:9]2)=[O:7])[CH2:5][CH2:4][CH2:3][CH2:2]1.[N:26]1[CH:31]=[CH:30][CH:29]=[CH:28][C:27]=1[Mg]Br. Product: [CH:1]1([C:6]([OH:7])([C:27]2[CH:28]=[CH:29][CH:30]=[CH:31][N:26]=2)[CH:8]2[CH2:13][CH2:12][N:11]([CH2:14][CH2:15][CH2:16][O:17][C:18]3[CH:25]=[CH:24][C:21]([C:22]#[N:23])=[CH:20][CH:19]=3)[CH2:10][CH2:9]2)[CH2:5][CH2:4][CH2:3][CH2:2]1.